This data is from Retrosynthesis with 50K atom-mapped reactions and 10 reaction types from USPTO. The task is: Predict the reactants needed to synthesize the given product. Given the product Cc1ccc(F)cc1-c1cc(C(=O)Nc2ccc(OC(F)(F)Cl)cc2)cnc1N1C[C@H](O)[C@@H](O)C1, predict the reactants needed to synthesize it. The reactants are: Cc1ccc(F)cc1B(O)O.O=C(Nc1ccc(OC(F)(F)Cl)cc1)c1cnc(N2C[C@H](O)[C@@H](O)C2)c(Br)c1.